From a dataset of Peptide-MHC class I binding affinity with 185,985 pairs from IEDB/IMGT. Regression. Given a peptide amino acid sequence and an MHC pseudo amino acid sequence, predict their binding affinity value. This is MHC class I binding data. (1) The binding affinity (normalized) is 0.0425. The MHC is HLA-B53:01 with pseudo-sequence HLA-B53:01. The peptide sequence is RMRGAHTNDV. (2) The peptide sequence is VPGSETMCY. The binding affinity (normalized) is 0. The MHC is HLA-A02:06 with pseudo-sequence HLA-A02:06.